Dataset: Reaction yield outcomes from USPTO patents with 853,638 reactions. Task: Predict the reaction yield, written as a fraction of the theoretical maximum amount of product (1.0 means a 100% yield; for example, 0.34 means a 34% yield). (1) The reactants are Br[C:2]1[CH:3]=[C:4]2[C:10]([F:11])=[CH:9][NH:8][C:5]2=[N:6][CH:7]=1.[CH3:12][C:13]1([CH3:29])[C:17]([CH3:19])([CH3:18])[O:16][B:15]([B:15]2[O:16][C:17]([CH3:19])([CH3:18])[C:13]([CH3:29])([CH3:12])[O:14]2)[O:14]1.C([O-])(=O)C.[K+]. The catalyst is O1CCOCC1. The product is [F:11][C:10]1[C:4]2[C:5](=[N:6][CH:7]=[C:2]([B:15]3[O:16][C:17]([CH3:19])([CH3:18])[C:13]([CH3:29])([CH3:12])[O:14]3)[CH:3]=2)[NH:8][CH:9]=1. The yield is 0.200. (2) The reactants are [N:1]12[CH2:8][CH2:7][C:4]([C:9]([C:18]3[CH:23]=[CH:22][CH:21]=[CH:20][CH:19]=3)([C:12]3[CH:17]=[CH:16][CH:15]=[CH:14][CH:13]=3)[C:10]#[N:11])([CH2:5][CH2:6]1)[CH2:3][CH2:2]2.[Br:24][CH2:25][CH2:26][O:27][CH2:28][CH2:29][O:30][CH3:31]. No catalyst specified. The product is [Br-:24].[C:10]([C:9]([C:18]1[CH:19]=[CH:20][CH:21]=[CH:22][CH:23]=1)([C:12]1[CH:13]=[CH:14][CH:15]=[CH:16][CH:17]=1)[C:4]12[CH2:5][CH2:6][N+:1]([CH2:25][CH2:26][O:27][CH2:28][CH2:29][O:30][CH3:31])([CH2:2][CH2:3]1)[CH2:8][CH2:7]2)#[N:11]. The yield is 0.546. (3) The yield is 1.00. The catalyst is O1CCCC1.O1CCOCC1. The reactants are [O:1]=[C:2]1[CH2:6][N:5](C(OC(C)(C)C)=O)[C@H:4]([C:14]([O:16][CH2:17][C:18]2[CH:23]=[CH:22][CH:21]=[CH:20][CH:19]=2)=[O:15])[CH2:3]1.[ClH:24]. The product is [ClH:24].[O:1]=[C:2]1[CH2:6][NH:5][C@H:4]([C:14]([O:16][CH2:17][C:18]2[CH:23]=[CH:22][CH:21]=[CH:20][CH:19]=2)=[O:15])[CH2:3]1. (4) The yield is 0.119. The product is [NH2:14][C:10]1[C:7]2[CH2:8][CH2:9][CH:3]([CH2:2][NH:1][C:86](=[O:87])[C:85]3[CH:84]=[CH:83][C:82]([C:80]4[O:81][C:77]5[C:76]([CH:92]([CH3:94])[CH3:93])=[CH:75][C:74]([C:72]#[N:73])=[CH:91][C:78]=5[N:79]=4)=[CH:90][CH:89]=3)[CH2:4][CH2:5][C:6]=2[CH:13]=[CH:12][CH:11]=1.[NH2:15][C:12]1[CH:11]=[CH:10][C:7]2[CH2:8][CH2:9][CH:3]([CH2:2][NH2:1])[CH2:4][CH2:5][C:6]=2[CH:13]=1. No catalyst specified. The reactants are [NH2:1][CH2:2][CH:3]1[CH2:9][CH2:8][C:7]2=[C:10]([NH2:14])[CH:11]=[CH:12][CH:13]=[C:6]2[CH2:5][CH2:4]1.[NH2:15]CC1CCC2C=C(N)C=CC=2CC1.CN(C(ON1N=NC2C1=CC=CC=2)=[N+](C)C)C.F[P-](F)(F)(F)(F)F.ON1C2C=CC=CC=2N=N1.C(N(C(C)C)CC)(C)C.[C:72]([C:74]1[CH:75]=[C:76]([CH:92]([CH3:94])[CH3:93])[C:77]2[O:81][C:80]([C:82]3[CH:90]=[CH:89][C:85]([C:86](O)=[O:87])=[CH:84][CH:83]=3)=[N:79][C:78]=2[CH:91]=1)#[N:73].ClCCl. (5) The reactants are [N:1]12[CH2:8][CH2:7][C:4]([C:9]([C:17]3[CH:22]=[CH:21][CH:20]=[CH:19][CH:18]=3)([C:11]3[CH:16]=[CH:15][CH:14]=[CH:13][CH:12]=3)[OH:10])([CH2:5][CH2:6]1)[CH2:3][CH2:2]2.[C:23]1([O:29][CH2:30][CH2:31][CH2:32][CH2:33][Br:34])[CH:28]=[CH:27][CH:26]=[CH:25][CH:24]=1. The catalyst is CC#N. The product is [Br-:34].[OH:10][C:9]([C:17]1[CH:22]=[CH:21][CH:20]=[CH:19][CH:18]=1)([C:11]1[CH:12]=[CH:13][CH:14]=[CH:15][CH:16]=1)[C:4]12[CH2:5][CH2:6][N+:1]([CH2:33][CH2:32][CH2:31][CH2:30][O:29][C:23]3[CH:28]=[CH:27][CH:26]=[CH:25][CH:24]=3)([CH2:2][CH2:3]1)[CH2:8][CH2:7]2. The yield is 0.649. (6) The reactants are [CH3:1][CH:2]([CH3:10])[C:3](=O)[CH2:4][C:5]([O:7][CH3:8])=[O:6].[CH3:11]OC(OC)N(C)C.Cl.[CH3:20][O:21][C:22]1[CH:27]=[CH:26][C:25]([NH:28][NH2:29])=[CH:24][CH:23]=1. No catalyst specified. The product is [CH3:20][O:21][C:22]1[CH:27]=[CH:26][C:25]([N:28]2[CH:11]=[C:4]([C:5]([O:7][CH3:8])=[O:6])[C:3]([CH:2]([CH3:10])[CH3:1])=[N:29]2)=[CH:24][CH:23]=1. The yield is 0.510.